Dataset: Full USPTO retrosynthesis dataset with 1.9M reactions from patents (1976-2016). Task: Predict the reactants needed to synthesize the given product. (1) Given the product [NH:1]1[CH:5]=[CH:4][N:3]=[C:2]1[CH2:6][N:7]([CH2:14][C:15]1[CH:28]=[CH:27][C:18]([C:19]([NH:21][CH2:22][CH2:23][CH2:24][CH2:25][NH:26][CH2:36][C:31]2[C:30]([CH3:29])=[CH:35][CH:34]=[CH:33][N:32]=2)=[O:20])=[CH:17][CH:16]=1)[CH2:8][C:9]1[NH:13][CH:12]=[CH:11][N:10]=1, predict the reactants needed to synthesize it. The reactants are: [NH:1]1[CH:5]=[CH:4][N:3]=[C:2]1[CH2:6][N:7]([CH2:14][C:15]1[CH:28]=[CH:27][C:18]([C:19]([NH:21][CH2:22][CH2:23][CH2:24][CH2:25][NH2:26])=[O:20])=[CH:17][CH:16]=1)[CH2:8][C:9]1[NH:10][CH:11]=[CH:12][N:13]=1.[CH3:29][C:30]1[C:31]([CH:36]=O)=[N:32][CH:33]=[CH:34][CH:35]=1.C(OC)(OC)OC.[BH4-].[Na+]. (2) Given the product [CH3:28][O:29][C:30]1[CH:31]=[C:32]([NH:33][C:19]2[C:18]3[C:23](=[CH:24][CH:25]=[C:16]([C:15]#[C:14][CH:11]4[CH2:10][CH2:9][NH:8][CH2:13][CH2:12]4)[CH:17]=3)[N:22]=[CH:21][N:20]=2)[CH:34]=[CH:35][C:36]=1[O:37][C:38]1[CH:43]=[CH:42][CH:41]=[CH:40][CH:39]=1, predict the reactants needed to synthesize it. The reactants are: C(OC([N:8]1[CH2:13][CH2:12][CH:11]([C:14]#[C:15][C:16]2[CH:17]=[C:18]3[C:23](=[CH:24][CH:25]=2)[N:22]=[CH:21][N:20]=[C:19]3Cl)[CH2:10][CH2:9]1)=O)(C)(C)C.Cl.[CH3:28][O:29][C:30]1[CH:31]=[C:32]([CH:34]=[CH:35][C:36]=1[O:37][C:38]1[CH:43]=[CH:42][CH:41]=[CH:40][CH:39]=1)[NH2:33].C(Cl)CCl.CCOC(C)=O. (3) Given the product [CH2:1]([O:3][CH2:4][CH2:5][N:6]([CH2:16][CH3:17])[C:7](=[O:13])[O:8][C:9]([CH3:12])([CH3:11])[CH3:10])[CH3:2], predict the reactants needed to synthesize it. The reactants are: [CH2:1]([O:3][CH2:4][CH2:5][NH:6][C:7](=[O:13])[O:8][C:9]([CH3:12])([CH3:11])[CH3:10])[CH3:2].[H-].[Na+].[CH2:16](I)[CH3:17].O. (4) The reactants are: [C:1]([C@H:3]1[CH2:8][CH2:7][C@H:6]([C:9](Cl)=[O:10])[CH2:5][CH2:4]1)#[N:2].[CH3:12][Zn]C. Given the product [C:9]([C@H:6]1[CH2:7][CH2:8][C@H:3]([C:1]#[N:2])[CH2:4][CH2:5]1)(=[O:10])[CH3:12], predict the reactants needed to synthesize it. (5) Given the product [C:18]([O:17][C:15]([NH:1][C@@H:2]([CH2:3][CH2:4][CH2:5][CH2:6][OH:22])[C:8]([O:10][C:11]([CH3:14])([CH3:13])[CH3:12])=[O:9])=[O:16])([CH3:21])([CH3:20])[CH3:19], predict the reactants needed to synthesize it. The reactants are: [NH:1]([C:15]([O:17][C:18]([CH3:21])([CH3:20])[CH3:19])=[O:16])[C@H:2]([C:8]([O:10][C:11]([CH3:14])([CH3:13])[CH3:12])=[O:9])[CH2:3][CH2:4][CH2:5][CH2:6]N.[OH-:22].[Na+]. (6) Given the product [CH:1]([N:4]1[CH2:9][CH2:8][N:7]([C:10]([C:12]2[CH:13]=[C:14]3[C:18](=[CH:19][CH:20]=2)[NH:17][C:16]([C:21]([N:23]2[CH2:28][CH2:27][N:26]([C:35](=[O:36])[CH:34]([CH3:43])[CH3:33])[CH2:25][CH2:24]2)=[O:22])=[CH:15]3)=[O:11])[CH2:6][CH2:5]1)([CH3:3])[CH3:2], predict the reactants needed to synthesize it. The reactants are: [CH:1]([N:4]1[CH2:9][CH2:8][N:7]([C:10]([C:12]2[CH:13]=[C:14]3[C:18](=[CH:19][CH:20]=2)[NH:17][C:16]([C:21]([N:23]2[CH2:28][CH2:27][N:26](S(C)(=O)=O)[CH2:25][CH2:24]2)=[O:22])=[CH:15]3)=[O:11])[CH2:6][CH2:5]1)([CH3:3])[CH3:2].[CH3:33][CH:34]([CH3:43])[C:35](N1CCNCC1)=[O:36].